From a dataset of Experimentally validated miRNA-target interactions with 360,000+ pairs, plus equal number of negative samples. Binary Classification. Given a miRNA mature sequence and a target amino acid sequence, predict their likelihood of interaction. (1) The miRNA is hsa-miR-4797-3p with sequence UCUCAGUAAGUGGCACUCUGU. The protein sequence of the target gene is MFPNGTASSPSSSPSPSPGSCGEGACSRGPGSGAADGMEEPGRNASQNGTLSEGQGSAILISFIYSVVCLVGLCGNSMVIYVILRYAKMKTATNIYILNLAIADELLMLSVPFLVTSTLLRHWPFGALLCRLVLSVDAVNMFTSIYCLTVLSVDRYVAVVHPIKAARYRRPTVAKVVNLGVWVLSLLVILPIVVFSRTAANSDGTVACNMLMPEPAQRWLVGFVLYTFLMGFLLPVGAICLCYVLIIAKMRMVALKAGWQQRKRSERKITLMVMMVVMVFVICWMPFYVVQLVNVFAEQD.... Result: 0 (no interaction). (2) The miRNA is hsa-miR-340-3p with sequence UCCGUCUCAGUUACUUUAUAGC. The protein sequence of the target gene is MVDILGERHLVTCKGATVEAEAALQNKVVALYFAAARCAPSRDFTPLLCDFYTALVAEARRPAPFEVVFVSADGSSQEMLDFMRELHGAWLALPFHDPYRHELRKRYNVTAIPKLVIVKQNGEVITNKGRKQIRERGLACFQDWVEAADIFQNFSV. Result: 0 (no interaction).